From a dataset of NCI-60 drug combinations with 297,098 pairs across 59 cell lines. Regression. Given two drug SMILES strings and cell line genomic features, predict the synergy score measuring deviation from expected non-interaction effect. (1) Drug 1: C1=CC(=C2C(=C1NCCNCCO)C(=O)C3=C(C=CC(=C3C2=O)O)O)NCCNCCO. Drug 2: CC1C(C(CC(O1)OC2CC(OC(C2O)C)OC3=CC4=CC5=C(C(=O)C(C(C5)C(C(=O)C(C(C)O)O)OC)OC6CC(C(C(O6)C)O)OC7CC(C(C(O7)C)O)OC8CC(C(C(O8)C)O)(C)O)C(=C4C(=C3C)O)O)O)O. Cell line: UACC62. Synergy scores: CSS=42.1, Synergy_ZIP=11.0, Synergy_Bliss=14.0, Synergy_Loewe=7.14, Synergy_HSA=15.7. (2) Drug 1: CC1CCC2CC(C(=CC=CC=CC(CC(C(=O)C(C(C(=CC(C(=O)CC(OC(=O)C3CCCCN3C(=O)C(=O)C1(O2)O)C(C)CC4CCC(C(C4)OC)O)C)C)O)OC)C)C)C)OC. Drug 2: CCC1(CC2CC(C3=C(CCN(C2)C1)C4=CC=CC=C4N3)(C5=C(C=C6C(=C5)C78CCN9C7C(C=CC9)(C(C(C8N6C)(C(=O)OC)O)OC(=O)C)CC)OC)C(=O)OC)O.OS(=O)(=O)O. Cell line: CCRF-CEM. Synergy scores: CSS=11.5, Synergy_ZIP=-2.56, Synergy_Bliss=0.321, Synergy_Loewe=-4.78, Synergy_HSA=-4.64. (3) Drug 1: C1CC(=O)NC(=O)C1N2C(=O)C3=CC=CC=C3C2=O. Drug 2: CC12CCC3C(C1CCC2OP(=O)(O)O)CCC4=C3C=CC(=C4)OC(=O)N(CCCl)CCCl.[Na+]. Cell line: HOP-62. Synergy scores: CSS=0.899, Synergy_ZIP=-1.91, Synergy_Bliss=-4.61, Synergy_Loewe=-1.38, Synergy_HSA=-7.24. (4) Drug 1: CC1=C2C(C(=O)C3(C(CC4C(C3C(C(C2(C)C)(CC1OC(=O)C(C(C5=CC=CC=C5)NC(=O)OC(C)(C)C)O)O)OC(=O)C6=CC=CC=C6)(CO4)OC(=O)C)O)C)O. Drug 2: C1=CN(C=N1)CC(O)(P(=O)(O)O)P(=O)(O)O. Cell line: OVCAR-4. Synergy scores: CSS=14.4, Synergy_ZIP=-0.664, Synergy_Bliss=6.46, Synergy_Loewe=5.04, Synergy_HSA=6.62. (5) Synergy scores: CSS=41.5, Synergy_ZIP=1.92, Synergy_Bliss=3.26, Synergy_Loewe=5.17, Synergy_HSA=5.53. Drug 1: C1=C(C(=O)NC(=O)N1)F. Drug 2: CC(C1=C(C=CC(=C1Cl)F)Cl)OC2=C(N=CC(=C2)C3=CN(N=C3)C4CCNCC4)N. Cell line: PC-3.